This data is from Peptide-MHC class I binding affinity with 185,985 pairs from IEDB/IMGT. The task is: Regression. Given a peptide amino acid sequence and an MHC pseudo amino acid sequence, predict their binding affinity value. This is MHC class I binding data. (1) The peptide sequence is GQYGKVYEGV. The MHC is HLA-A02:01 with pseudo-sequence HLA-A02:01. The binding affinity (normalized) is 0.642. (2) The MHC is HLA-A30:01 with pseudo-sequence HLA-A30:01. The binding affinity (normalized) is 1.00. The peptide sequence is KFRPGSLIY.